This data is from Forward reaction prediction with 1.9M reactions from USPTO patents (1976-2016). The task is: Predict the product of the given reaction. (1) Given the reactants [NH2:1][C:2]1[CH:3]=[CH:4][C:5]([O:12][CH2:13][C:14]2[CH:19]=[CH:18][C:17]([C:20]([CH3:23])([CH3:22])[CH3:21])=[CH:16][CH:15]=2)=[C:6]([C:8](=[O:11])[CH2:9][CH3:10])[CH:7]=1.[CH3:24][O:25][C:26]1[CH:31]=[CH:30][C:29]([N:32]=[C:33]=[O:34])=[CH:28][CH:27]=1, predict the reaction product. The product is: [C:20]([C:17]1[CH:16]=[CH:15][C:14]([CH2:13][O:12][C:5]2[CH:4]=[CH:3][C:2]([NH:1][C:33]([NH:32][C:29]3[CH:30]=[CH:31][C:26]([O:25][CH3:24])=[CH:27][CH:28]=3)=[O:34])=[CH:7][C:6]=2[C:8](=[O:11])[CH2:9][CH3:10])=[CH:19][CH:18]=1)([CH3:22])([CH3:21])[CH3:23]. (2) Given the reactants [F:1][C:2]1[CH:3]=[CH:4][C:5]2[O:9][CH:8]=[C:7]([CH3:10])[C:6]=2[CH:11]=1.[Li]CCCC.[CH2:17]([CH:19]([C:22]1[C:23]2[N:24]([C:29](I)=[C:30]([CH3:32])[N:31]=2)[N:25]=[C:26]([CH3:28])[CH:27]=1)[CH2:20][CH3:21])[CH3:18].Cl, predict the reaction product. The product is: [CH2:17]([CH:19]([C:22]1[C:23]2[N:24]([C:29]([C:8]3[O:9][C:5]4[CH:4]=[CH:3][C:2]([F:1])=[CH:11][C:6]=4[C:7]=3[CH3:10])=[C:30]([CH3:32])[N:31]=2)[N:25]=[C:26]([CH3:28])[CH:27]=1)[CH2:20][CH3:21])[CH3:18]. (3) The product is: [Cl:19][C:3]1[CH:4]=[C:5]([NH:12][C:13]2[N:17]=[C:16]([NH2:18])[NH:15][N:14]=2)[CH:6]=[C:7]([C:8]([F:11])([F:10])[F:9])[C:2]=1[C:30]1[CH:29]=[CH:28][C:27]([N:24]2[CH2:25][CH2:26][N:21]([CH3:20])[CH2:22][CH2:23]2)=[CH:32][CH:31]=1. Given the reactants Br[C:2]1[C:7]([C:8]([F:11])([F:10])[F:9])=[CH:6][C:5]([NH:12][C:13]2[N:17]=[C:16]([NH2:18])[NH:15][N:14]=2)=[CH:4][C:3]=1[Cl:19].[CH3:20][N:21]1[CH2:26][CH2:25][N:24]([C:27]2[CH:32]=[CH:31][C:30](B3OC(C)(C)C(C)(C)O3)=[CH:29][CH:28]=2)[CH2:23][CH2:22]1.C(=O)([O-])[O-].[K+].[K+].C(COC)OC, predict the reaction product.